This data is from NCI-60 drug combinations with 297,098 pairs across 59 cell lines. The task is: Regression. Given two drug SMILES strings and cell line genomic features, predict the synergy score measuring deviation from expected non-interaction effect. (1) Drug 1: C1CC(C1)(C(=O)O)C(=O)O.[NH2-].[NH2-].[Pt+2]. Drug 2: CC1(CCCN1)C2=NC3=C(C=CC=C3N2)C(=O)N. Cell line: NCI-H460. Synergy scores: CSS=16.3, Synergy_ZIP=-1.51, Synergy_Bliss=1.28, Synergy_Loewe=-0.457, Synergy_HSA=2.70. (2) Drug 1: C1CC(C1)(C(=O)O)C(=O)O.[NH2-].[NH2-].[Pt+2]. Drug 2: CS(=O)(=O)OCCCCOS(=O)(=O)C. Cell line: TK-10. Synergy scores: CSS=2.95, Synergy_ZIP=0.773, Synergy_Bliss=2.65, Synergy_Loewe=-1.69, Synergy_HSA=-0.995. (3) Drug 1: COC1=CC(=CC(=C1O)OC)C2C3C(COC3=O)C(C4=CC5=C(C=C24)OCO5)OC6C(C(C7C(O6)COC(O7)C8=CC=CS8)O)O. Drug 2: CNC(=O)C1=NC=CC(=C1)OC2=CC=C(C=C2)NC(=O)NC3=CC(=C(C=C3)Cl)C(F)(F)F. Cell line: K-562. Synergy scores: CSS=74.4, Synergy_ZIP=-1.97, Synergy_Bliss=-4.03, Synergy_Loewe=-4.62, Synergy_HSA=-1.62. (4) Drug 1: CNC(=O)C1=NC=CC(=C1)OC2=CC=C(C=C2)NC(=O)NC3=CC(=C(C=C3)Cl)C(F)(F)F. Drug 2: CC1=C(C(=O)C2=C(C1=O)N3CC4C(C3(C2COC(=O)N)OC)N4)N. Cell line: NCI-H322M. Synergy scores: CSS=1.61, Synergy_ZIP=-2.90, Synergy_Bliss=-4.69, Synergy_Loewe=-77.9, Synergy_HSA=-9.77. (5) Drug 1: C1=CC(=CC=C1CCCC(=O)O)N(CCCl)CCCl. Cell line: OVCAR-8. Synergy scores: CSS=9.33, Synergy_ZIP=-10.6, Synergy_Bliss=-6.99, Synergy_Loewe=-17.7, Synergy_HSA=-5.03. Drug 2: C(=O)(N)NO. (6) Drug 1: CNC(=O)C1=CC=CC=C1SC2=CC3=C(C=C2)C(=NN3)C=CC4=CC=CC=N4. Drug 2: CC1CCC2CC(C(=CC=CC=CC(CC(C(=O)C(C(C(=CC(C(=O)CC(OC(=O)C3CCCCN3C(=O)C(=O)C1(O2)O)C(C)CC4CCC(C(C4)OC)OCCO)C)C)O)OC)C)C)C)OC. Cell line: M14. Synergy scores: CSS=-3.37, Synergy_ZIP=-0.589, Synergy_Bliss=-3.36, Synergy_Loewe=-13.4, Synergy_HSA=-7.30. (7) Drug 1: CC=C1C(=O)NC(C(=O)OC2CC(=O)NC(C(=O)NC(CSSCCC=C2)C(=O)N1)C(C)C)C(C)C. Drug 2: CC1CCCC2(C(O2)CC(NC(=O)CC(C(C(=O)C(C1O)C)(C)C)O)C(=CC3=CSC(=N3)C)C)C. Cell line: CAKI-1. Synergy scores: CSS=54.5, Synergy_ZIP=-2.42, Synergy_Bliss=-3.23, Synergy_Loewe=-12.0, Synergy_HSA=-0.137.